From a dataset of HIV replication inhibition screening data with 41,000+ compounds from the AIDS Antiviral Screen. Binary Classification. Given a drug SMILES string, predict its activity (active/inactive) in a high-throughput screening assay against a specified biological target. (1) The drug is Nc1ncc(Br)c(NCC2(CO)CCC2)n1. The result is 0 (inactive). (2) The compound is COc1ccc(-n2nnnc2C2(Nc3ccccc3)CCN(Cc3ccccc3)CC2)cc1. The result is 0 (inactive). (3) The compound is N=C(N)NC(=N)Nc1ccc(Sc2ccc(NC(=N)NC(=N)N)cc2)cc1. The result is 0 (inactive). (4) The compound is COc1cc(OC)c2c(c1)OC1OC(=O)CC21. The result is 0 (inactive). (5) The drug is CCOC(=O)C1(c2ccccc2)CCNC(=O)CC1. The result is 0 (inactive). (6) The compound is NC(=O)c1coc(C2OC(CO)C(O)C2O)n1. The result is 0 (inactive). (7) The molecule is Cc1ccc2c(c1)-c1nc(N)c(C#N)c(-c3ccccc3)c1CCS2(=O)=O. The result is 0 (inactive).